Dataset: Full USPTO retrosynthesis dataset with 1.9M reactions from patents (1976-2016). Task: Predict the reactants needed to synthesize the given product. (1) The reactants are: [Cl:1][C:2]1[CH:39]=[CH:38][C:5]([C:6]([NH:8][C:9]2[N:13]([CH:14]3[CH2:19][CH2:18][NH:17][CH2:16][CH2:15]3)[C:12]3[CH:20]=[CH:21][C:22]([CH2:24][N:25]([C@H:32]([C:34]([CH3:37])([CH3:36])[CH3:35])[CH3:33])[C:26](=[O:31])[C:27]([F:30])([F:29])[F:28])=[CH:23][C:11]=3[N:10]=2)=[O:7])=[CH:4][CH:3]=1.[C:40](Cl)(=[O:43])[CH:41]=[CH2:42].C1CCN2C(=NCCC2)CC1. Given the product [C:40]([N:17]1[CH2:18][CH2:19][CH:14]([N:13]2[C:12]3[CH:20]=[CH:21][C:22]([CH2:24][N:25]([C@H:32]([C:34]([CH3:35])([CH3:37])[CH3:36])[CH3:33])[C:26](=[O:31])[C:27]([F:28])([F:30])[F:29])=[CH:23][C:11]=3[N:10]=[C:9]2[NH:8][C:6](=[O:7])[C:5]2[CH:4]=[CH:3][C:2]([Cl:1])=[CH:39][CH:38]=2)[CH2:15][CH2:16]1)(=[O:43])[CH:41]=[CH2:42], predict the reactants needed to synthesize it. (2) The reactants are: C(Cl)(=O)C(Cl)=O.CS(C)=O.[OH:11][CH2:12][CH2:13][N:14]1[CH2:19][CH2:18][N:17]([C:20]([O:22][C:23]([CH3:26])([CH3:25])[CH3:24])=[O:21])[CH2:16][CH2:15]1.C(N(CC)CC)C. Given the product [O:11]=[CH:12][CH2:13][N:14]1[CH2:19][CH2:18][N:17]([C:20]([O:22][C:23]([CH3:26])([CH3:25])[CH3:24])=[O:21])[CH2:16][CH2:15]1, predict the reactants needed to synthesize it. (3) Given the product [CH2:47]([NH:46][C:38]1[N:39]=[C:40]([NH:42][CH2:43][CH2:44][CH3:45])[N:41]=[C:36]([N:33]([CH2:32][C:31]2[CH:50]=[CH:51][C:28]([F:27])=[CH:29][CH:30]=2)[O:34][CH3:35])[N:37]=1)[CH2:48][CH3:49], predict the reactants needed to synthesize it. The reactants are: ClC1N=C(NCCC)N=C(NCCC)N=1.FC1C=CC(CNOC)=CC=1.[F:27][C:28]1[CH:51]=[CH:50][C:31]([CH2:32][N:33]([C:36]2[N:41]=[C:40]([NH:42][CH2:43][CH2:44][CH3:45])[N:39]=[C:38]([NH:46][CH2:47][C:48]#[CH:49])[N:37]=2)[O:34][CH3:35])=[CH:30][CH:29]=1. (4) Given the product [NH2:25][C@H:26]([CH2:27][CH3:28])[CH2:29][NH:30][C:31]1[CH:36]=[CH:35][N:34]=[C:33]([C:37]2[CH:42]=[C:41]([C:5]3[CH:6]=[CH:7][C:2]([F:1])=[CH:3][CH:4]=3)[CH:40]=[CH:39][C:38]=2[OH:44])[N:32]=1, predict the reactants needed to synthesize it. The reactants are: [F:1][C:2]1[CH:7]=[CH:6][C:5](B(O)O)=[CH:4][CH:3]=1.P([O-])([O-])([O-])=O.[K+].[K+].[K+].C(OC(=O)[NH:25][C@@H:26]([CH2:29][NH:30][C:31]1[CH:36]=[CH:35][N:34]=[C:33]([C:37]2[CH:42]=[C:41](Br)[CH:40]=[CH:39][C:38]=2[OH:44])[N:32]=1)[CH2:27][CH3:28])(C)(C)C. (5) Given the product [Cl:23][C:24]1[N:29]=[CH:28][C:27]([O:17][CH2:16][CH2:15][C@H:14]([CH:11]2[CH2:12][CH2:13][N:8]([C:6]3[O:5][N:4]=[C:3]([CH2:1][CH3:2])[N:7]=3)[CH2:9][CH2:10]2)[CH3:22])=[CH:26][N:25]=1, predict the reactants needed to synthesize it. The reactants are: [CH2:1]([C:3]1[N:7]=[C:6]([N:8]2[CH2:13][CH2:12][CH:11]([C@H:14]([CH3:22])[CH2:15][CH2:16][O:17]S(C)(=O)=O)[CH2:10][CH2:9]2)[O:5][N:4]=1)[CH3:2].[Cl:23][C:24]1[N:29]=[CH:28][C:27](O)=[CH:26][N:25]=1.C(=O)([O-])[O-].[K+].[K+]. (6) Given the product [F:1][C:2]1[CH:7]=[CH:6][C:5]([C:8]2[C:12]([C:13]([Cl:18])=[O:15])=[CH:11][O:10][N:9]=2)=[CH:4][CH:3]=1, predict the reactants needed to synthesize it. The reactants are: [F:1][C:2]1[CH:7]=[CH:6][C:5]([C:8]2[C:12]([C:13]([OH:15])=O)=[CH:11][O:10][N:9]=2)=[CH:4][CH:3]=1.S(Cl)([Cl:18])=O. (7) Given the product [Br:10][C:11]1[CH:16]=[CH:15][C:6]([CH3:7])=[C:13]2[C:12]=1[NH:18][CH:17]=[CH:14]2, predict the reactants needed to synthesize it. The reactants are: O1CCCC1.[CH:6]([Mg]Br)=[CH2:7].[Br:10][C:11]1[CH:16]=[CH:15][C:14]([CH3:17])=[CH:13][C:12]=1[N+:18]([O-])=O.[Cl-].[NH4+].